Predict the reactants needed to synthesize the given product. From a dataset of Full USPTO retrosynthesis dataset with 1.9M reactions from patents (1976-2016). (1) The reactants are: [Br:1][C:2]1[C:3](=[O:30])[N:4]([C:20]2[CH:21]=[C:22]([CH:27]=[CH:28][CH:29]=2)[C:23]([O:25]C)=[O:24])[C:5]([CH2:18][OH:19])=[CH:6][C:7]=1[O:8][CH2:9][C:10]1[CH:15]=[CH:14][C:13]([F:16])=[CH:12][C:11]=1[F:17].[OH-].[Na+].Cl. Given the product [Br:1][C:2]1[C:3](=[O:30])[N:4]([C:20]2[CH:21]=[C:22]([CH:27]=[CH:28][CH:29]=2)[C:23]([OH:25])=[O:24])[C:5]([CH2:18][OH:19])=[CH:6][C:7]=1[O:8][CH2:9][C:10]1[CH:15]=[CH:14][C:13]([F:16])=[CH:12][C:11]=1[F:17], predict the reactants needed to synthesize it. (2) Given the product [ClH:18].[Cl:18][C:12]1[CH:13]=[CH:14][CH:15]=[C:16]([F:17])[C:11]=1[N:9]1[CH:8]=[C:7]2[C:2]([NH:20][C:21]3[CH:26]=[C:25]([CH3:27])[N:24]=[C:23]([CH2:28][OH:29])[N:22]=3)=[N:3][CH:4]=[C:5]([F:19])[C:6]2=[N:10]1, predict the reactants needed to synthesize it. The reactants are: Br[C:2]1[C:7]2=[CH:8][N:9]([C:11]3[C:16]([F:17])=[CH:15][CH:14]=[CH:13][C:12]=3[Cl:18])[N:10]=[C:6]2[C:5]([F:19])=[CH:4][N:3]=1.[NH2:20][C:21]1[CH:26]=[C:25]([CH3:27])[N:24]=[C:23]([CH2:28][OH:29])[N:22]=1.CC1(C)C2C(=C(P(C3C=CC=CC=3)C3C=CC=CC=3)C=CC=2)OC2C(P(C3C=CC=CC=3)C3C=CC=CC=3)=CC=CC1=2.C(=O)([O-])[O-].[Cs+].[Cs+]. (3) Given the product [Cl:1][C:2]1[CH:7]=[CH:6][CH:5]=[CH:4][C:3]=1[S:8]([NH:11][C:12]1[C:17]([C:18]2[CH:19]=[CH:20][C:21]([CH2:24][O:26][C:27]3[CH:36]=[CH:35][C:34]4[C:29](=[CH:30][CH:31]=[CH:32][CH:33]=4)[CH:28]=3)=[CH:22][CH:23]=2)=[N:16][CH:15]=[CH:14][N:13]=1)(=[O:9])=[O:10], predict the reactants needed to synthesize it. The reactants are: [Cl:1][C:2]1[CH:7]=[CH:6][CH:5]=[CH:4][C:3]=1[S:8]([NH:11][C:12]1[C:17]([C:18]2[CH:23]=[CH:22][C:21]([CH2:24]Cl)=[CH:20][CH:19]=2)=[N:16][CH:15]=[CH:14][N:13]=1)(=[O:10])=[O:9].[OH:26][C:27]1[CH:36]=[CH:35][C:34]2[C:29](=[CH:30][CH:31]=[CH:32][CH:33]=2)[CH:28]=1. (4) Given the product [NH:8]1[CH2:13][CH2:12][CH:11]([C:14]2[CH:19]=[CH:18][C:17]([C@@H:20]([NH:22][C:23](=[O:26])[CH2:24][CH3:25])[CH3:21])=[CH:16][CH:15]=2)[CH2:10][CH2:9]1, predict the reactants needed to synthesize it. The reactants are: C([N:8]1[CH2:13][CH:12]=[C:11]([C:14]2[CH:19]=[CH:18][C:17]([C@@H:20]([NH:22][C:23](=[O:26])[CH2:24][CH3:25])[CH3:21])=[CH:16][CH:15]=2)[CH2:10][CH2:9]1)C1C=CC=CC=1. (5) Given the product [NH2:17][C:11]1[N:10]=[C:9]([O:18][CH2:19][CH2:20][CH2:21][CH3:22])[N:8]=[C:7]2[C:12]=1[NH:13][C:14](=[O:15])[N:6]2[CH2:5][CH2:4][CH2:3][CH2:2][N:31]([CH2:39][C:40]1[CH:41]=[C:42]([CH2:46][C:47]([O:49][CH3:50])=[O:48])[CH:43]=[CH:44][CH:45]=1)[CH2:30][CH2:29][N:23]1[CH2:28][CH2:27][O:26][CH2:25][CH2:24]1, predict the reactants needed to synthesize it. The reactants are: Br[CH2:2][CH2:3][CH2:4][CH2:5][N:6]1[C:14]([O:15]C)=[N:13][C:12]2[C:7]1=[N:8][C:9]([O:18][CH2:19][CH2:20][CH2:21][CH3:22])=[N:10][C:11]=2[NH2:17].[N:23]1([CH2:29][CH2:30][NH2:31])[CH2:28][CH2:27][O:26][CH2:25][CH2:24]1.C(=O)([O-])[O-].[K+].[K+].Br[CH2:39][C:40]1[CH:41]=[C:42]([CH2:46][C:47]([O:49][CH3:50])=[O:48])[CH:43]=[CH:44][CH:45]=1. (6) Given the product [CH2:14]([O:16][C:17]([C:19]1[N:20]([C:44]2[CH:45]=[CH:46][C:41]([O:40][CH:37]([CH3:39])[CH3:38])=[CH:42][CH:43]=2)[C:21]2[C:26]([C:27]=1[I:28])=[CH:25][C:24]([O:29][CH2:30][C:31]1[CH:36]=[CH:35][CH:34]=[CH:33][CH:32]=1)=[CH:23][CH:22]=2)=[O:18])[CH3:15], predict the reactants needed to synthesize it. The reactants are: CCN(CC)CC.N1C=CC=CC=1.[CH2:14]([O:16][C:17]([C:19]1[NH:20][C:21]2[C:26]([C:27]=1[I:28])=[CH:25][C:24]([O:29][CH2:30][C:31]1[CH:36]=[CH:35][CH:34]=[CH:33][CH:32]=1)=[CH:23][CH:22]=2)=[O:18])[CH3:15].[CH:37]([O:40][C:41]1[CH:46]=[CH:45][C:44](B(O)O)=[CH:43][CH:42]=1)([CH3:39])[CH3:38]. (7) Given the product [C:58]([NH:57][CH2:56][CH2:55][C:50]1[CH:51]=[CH:52][CH:53]=[CH:54][C:49]=1[O:48][CH2:32][CH2:31][O:30][CH:18]1[CH:17]([C:14]2[CH:13]=[CH:12][C:11]([O:10][CH2:9][CH2:8][CH2:7][O:6][CH2:5][C:4]3[CH:44]=[CH:45][CH:46]=[CH:47][C:3]=3[O:2][CH3:1])=[CH:16][CH:15]=2)[CH2:22][CH2:21][N:20]([C:23]([O:25][C:26]([CH3:27])([CH3:29])[CH3:28])=[O:24])[CH2:19]1)(=[O:60])[CH3:59], predict the reactants needed to synthesize it. The reactants are: [CH3:1][O:2][C:3]1[CH:47]=[CH:46][CH:45]=[CH:44][C:4]=1[CH2:5][O:6][CH2:7][CH2:8][CH2:9][O:10][C:11]1[CH:16]=[CH:15][C:14]([CH:17]2[CH2:22][CH2:21][N:20]([C:23]([O:25][C:26]([CH3:29])([CH3:28])[CH3:27])=[O:24])[CH2:19][CH:18]2[O:30][CH2:31][CH2:32]OS(C2C=CC(C)=CC=2)(=O)=O)=[CH:13][CH:12]=1.[OH:48][C:49]1[CH:54]=[CH:53][CH:52]=[CH:51][C:50]=1[CH2:55][CH2:56][NH:57][C:58](=[O:60])[CH3:59].